This data is from Reaction yield outcomes from USPTO patents with 853,638 reactions. The task is: Predict the reaction yield, written as a fraction of the theoretical maximum amount of product (1.0 means a 100% yield; for example, 0.34 means a 34% yield). (1) The reactants are [Cl:1][C:2]1[CH:3]=[C:4]([CH:8]([C:20]2([OH:26])[CH2:25][CH2:24][CH2:23][CH2:22][CH2:21]2)[C:9]([N:11]2[CH2:16][CH2:15][N:14](C([O-])=O)[CH2:13][CH2:12]2)=O)[CH:5]=[CH:6][CH:7]=1.B.Cl.CO. The catalyst is O1CCCC1. The product is [Cl:1][C:2]1[CH:3]=[C:4]([CH:8]([C:20]2([OH:26])[CH2:21][CH2:22][CH2:23][CH2:24][CH2:25]2)[CH2:9][N:11]2[CH2:16][CH2:15][NH:14][CH2:13][CH2:12]2)[CH:5]=[CH:6][CH:7]=1. The yield is 0.990. (2) The yield is 0.730. The reactants are [CH:1]1[CH:2]=[CH:3][C:4]2[O:10][C:8](=[O:9])[NH:7][C:5]=2[CH:6]=1.[Cl:11][S:12](O)(=[O:14])=[O:13]. The product is [O:9]=[C:8]1[NH:7][C:5]2[CH:6]=[CH:1][C:2]([S:12]([Cl:11])(=[O:14])=[O:13])=[CH:3][C:4]=2[O:10]1. No catalyst specified. (3) The reactants are [Cl:1][C:2]1[C:3]([O:12][C:13]2[CH:18]=[C:17]([O:19][CH2:20][CH2:21][CH2:22][S:23]([CH3:26])(=[O:25])=[O:24])[CH:16]=[CH:15][C:14]=2/[CH:27]=[CH:28]/[C:29]([O:31]CC)=[O:30])=[N:4][CH:5]=[C:6]([C:8]([F:11])([F:10])[F:9])[CH:7]=1.[OH-].[Na+].Cl. The catalyst is O1CCCC1.C(O)C. The product is [Cl:1][C:2]1[C:3]([O:12][C:13]2[CH:18]=[C:17]([O:19][CH2:20][CH2:21][CH2:22][S:23]([CH3:26])(=[O:25])=[O:24])[CH:16]=[CH:15][C:14]=2/[CH:27]=[CH:28]/[C:29]([OH:31])=[O:30])=[N:4][CH:5]=[C:6]([C:8]([F:11])([F:9])[F:10])[CH:7]=1. The yield is 0.830. (4) The reactants are [CH2:1]([O:3][C:4]1[CH:11]=[C:10]([F:12])[C:7]([CH2:8][OH:9])=[C:6]([F:13])[CH:5]=1)[CH3:2].[C:14]([O:18][C:19]([N:21]1[CH2:26][CH2:25][N:24]([C:27](Cl)=[O:28])[C@H:23]([CH2:30][CH3:31])[CH2:22]1)=[O:20])([CH3:17])([CH3:16])[CH3:15]. No catalyst specified. The product is [CH2:1]([O:3][C:4]1[CH:5]=[C:6]([F:13])[C:7]([CH2:8][O:9][C:27]([N:24]2[CH2:25][CH2:26][N:21]([C:19]([O:18][C:14]([CH3:16])([CH3:15])[CH3:17])=[O:20])[CH2:22][C@H:23]2[CH2:30][CH3:31])=[O:28])=[C:10]([F:12])[CH:11]=1)[CH3:2]. The yield is 0.810. (5) The reactants are [CH2:1]([Si:5]([CH:18]1[S:23][CH2:22][CH2:21][CH2:20][S:19]1)([C:12]1[CH:17]=[CH:16][CH:15]=[CH:14][CH:13]=1)[C:6]1[CH:11]=[CH:10][CH:9]=[CH:8][CH:7]=1)[CH2:2][CH:3]=[CH2:4].C([Li])CCC.Br[CH2:30][CH:31]([CH3:33])[CH3:32]. The catalyst is C1COCC1. The product is [CH2:1]([Si:5]([C:18]1([CH2:30][CH:31]([CH3:33])[CH3:32])[S:19][CH2:20][CH2:21][CH2:22][S:23]1)([C:6]1[CH:11]=[CH:10][CH:9]=[CH:8][CH:7]=1)[C:12]1[CH:13]=[CH:14][CH:15]=[CH:16][CH:17]=1)[CH2:2][CH:3]=[CH2:4]. The yield is 0.920. (6) The reactants are [CH3:1][C@@:2]1([CH:8]=[CH:9][C:10]2[N:11]([CH2:15][CH3:16])[CH:12]=[CH:13][CH:14]=2)[CH2:6][O:5][C:4](=[O:7])[NH:3]1. The catalyst is C(O)C.[Pd]. The product is [CH3:1][C@@:2]1([CH2:8][CH2:9][C:10]2[N:11]([CH2:15][CH3:16])[CH:12]=[CH:13][CH:14]=2)[CH2:6][O:5][C:4](=[O:7])[NH:3]1. The yield is 0.870. (7) The reactants are [N:1]1[C:5]2[CH:6]=[CH:7][CH:8]=[CH:9][C:4]=2[NH:3][C:2]=1[CH2:10][C:11]#[N:12].[S:13]1[CH:17]=[CH:16][CH:15]=[C:14]1[CH:18]([C:24]([CH3:26])=O)[C:19](OCC)=[O:20].C([O-])(=O)C.[NH4+]. The catalyst is C(Cl)(Cl)Cl. The product is [CH3:26][C:24]1[C:10]([C:11]#[N:12])=[C:2]2[N:3]([C:19](=[O:20])[C:18]=1[C:14]1[S:13][CH:17]=[CH:16][CH:15]=1)[C:4]1[CH:9]=[CH:8][CH:7]=[CH:6][C:5]=1[NH:1]2. The yield is 0.370. (8) The reactants are [N+:1]([C:4]1[CH:5]=[C:6]([C:9]([O:11][CH2:12][CH3:13])=[O:10])[NH:7][CH:8]=1)([O-:3])=[O:2].[K].[CH2:15](Br)[CH2:16][CH:17]([CH3:19])[CH3:18]. The catalyst is CN(C=O)C. The product is [CH2:15]([N:7]1[CH:8]=[C:4]([N+:1]([O-:3])=[O:2])[CH:5]=[C:6]1[C:9]([O:11][CH2:12][CH3:13])=[O:10])[CH2:16][CH:17]([CH3:19])[CH3:18]. The yield is 0.850. (9) The reactants are C([O:8][N:9]1[C:15](=[O:16])[N:14]2[CH2:17][C@H:10]1[CH2:11][CH2:12][C@H:13]2[C:18]([NH:20][O:21][CH:22]1[CH2:27][CH2:26][O:25][CH2:24][CH2:23]1)=[O:19])C1C=CC=CC=1.[H][H]. The catalyst is CO.[Pd]. The product is [OH:8][N:9]1[C:15](=[O:16])[N:14]2[CH2:17][C@H:10]1[CH2:11][CH2:12][C@H:13]2[C:18]([NH:20][O:21][CH:22]1[CH2:27][CH2:26][O:25][CH2:24][CH2:23]1)=[O:19]. The yield is 0.990. (10) The reactants are O=[C:2]1[CH2:7][CH2:6][CH:5]([N:8]2[C:13](=[O:14])[C:12]([CH2:15][C:16]3[CH:21]=[CH:20][C:19]([C:22]4[CH:27]=[CH:26][CH:25]=[CH:24][C:23]=4[C:28]4[NH:32][C:31](=[O:33])[O:30][N:29]=4)=[CH:18][CH:17]=3)=[C:11]([CH2:34][CH2:35][CH3:36])[N:10]3[N:37]=[CH:38][N:39]=[C:9]23)[CH2:4][CH2:3]1.Cl.[NH2:41][O:42][CH3:43].N1C=CC=CC=1.Cl. The catalyst is O.C(OCC)(=O)C. The product is [CH3:43][O:42][N:41]=[C:2]1[CH2:3][CH2:4][CH:5]([N:8]2[C:13](=[O:14])[C:12]([CH2:15][C:16]3[CH:21]=[CH:20][C:19]([C:22]4[CH:27]=[CH:26][CH:25]=[CH:24][C:23]=4[C:28]4[NH:32][C:31](=[O:33])[O:30][N:29]=4)=[CH:18][CH:17]=3)=[C:11]([CH2:34][CH2:35][CH3:36])[N:10]3[N:37]=[CH:38][N:39]=[C:9]23)[CH2:6][CH2:7]1. The yield is 0.710.